This data is from Reaction yield outcomes from USPTO patents with 853,638 reactions. The task is: Predict the reaction yield, written as a fraction of the theoretical maximum amount of product (1.0 means a 100% yield; for example, 0.34 means a 34% yield). (1) The reactants are Br[C:2]1[C:10]2[O:9][CH2:8][CH:7]([NH:11][C:12]3[CH:25]=[CH:24][C:15]4[C@H:16]([CH2:19][C:20]([O:22][CH3:23])=[O:21])[CH2:17][O:18][C:14]=4[CH:13]=3)[C:6]=2[CH:5]=[CH:4][CH:3]=1.[NH2:26][C:27]1[CH:36]=[CH:35][CH:34]=[CH:33][C:28]=1[NH:29][C:30](=O)[CH3:31].C(=O)([O-])[O-].[Cs+].[Cs+].C1(P(C2C=CC=CC=2)C2C3OC4C(=CC=CC=4P(C4C=CC=CC=4)C4C=CC=CC=4)C(C)(C)C=3C=CC=2)C=CC=CC=1. The catalyst is C1(C)C=CC=CC=1.C1C=CC(/C=C/C(/C=C/C2C=CC=CC=2)=O)=CC=1.C1C=CC(/C=C/C(/C=C/C2C=CC=CC=2)=O)=CC=1.C1C=CC(/C=C/C(/C=C/C2C=CC=CC=2)=O)=CC=1.[Pd].[Pd].C(OCC)(=O)C.O. The product is [CH3:31][C:30]1[N:29]([C:2]2[C:10]3[O:9][CH2:8][CH:7]([NH:11][C:12]4[CH:25]=[CH:24][C:15]5[C@H:16]([CH2:19][C:20]([O:22][CH3:23])=[O:21])[CH2:17][O:18][C:14]=5[CH:13]=4)[C:6]=3[CH:5]=[CH:4][CH:3]=2)[C:28]2[CH:33]=[CH:34][CH:35]=[CH:36][C:27]=2[N:26]=1. The yield is 0.0900. (2) The reactants are BrC1C=CC(C2C=[C:12]([N:14]3[CH2:19][CH2:18][O:17][CH2:16][CH2:15]3)C=CC=2C)=CC=1.[C:21]1(O)[CH:26]=[CH:25][CH:24]=[CH:23][CH:22]=1.[BrH:28].C=O.[BH-](OC(C)=O)(OC(C)=O)OC(C)=O.[Na+].C([O-])(O)=O.[Na+]. The catalyst is C1COCC1. The product is [Br:28][C:21]1[CH:26]=[CH:25][C:24]([CH:16]2[O:17][CH2:18][CH2:19][N:14]([CH3:12])[CH2:15]2)=[CH:23][CH:22]=1. The yield is 0.640. (3) The reactants are [CH3:1][C:2]1[C:7]([CH:8]([CH2:13][CH2:14][CH3:15])[C:9]([O:11]C)=[O:10])=[C:6]([C:16]2[CH:21]=[CH:20][C:19]([CH3:22])=[CH:18][CH:17]=2)[N:5]=[C:4]([N:23]2[CH2:28][CH2:27][N:26]([CH3:29])[CH2:25][CH2:24]2)[N:3]=1.[OH-].[Na+]. The catalyst is CO. The product is [CH3:1][C:2]1[C:7]([CH:8]([CH2:13][CH2:14][CH3:15])[C:9]([OH:11])=[O:10])=[C:6]([C:16]2[CH:21]=[CH:20][C:19]([CH3:22])=[CH:18][CH:17]=2)[N:5]=[C:4]([N:23]2[CH2:28][CH2:27][N:26]([CH3:29])[CH2:25][CH2:24]2)[N:3]=1. The yield is 0.580. (4) The reactants are [C:1]([C@@H:9]1[CH2:14][CH2:13][CH2:12][N:11]([C:15]([O:17][C:18]([CH3:21])([CH3:20])[CH3:19])=[O:16])[CH2:10]1)(=[O:8])[C:2]1[CH:7]=[CH:6][CH:5]=[CH:4][CH:3]=1.B1(C)OC(C2C=CC=CC=2)(C2C=CC=CC=2)[C@@H]2N1CCC2.[B]1OC2C(=CC=CC=2)O1.O. The catalyst is CCOCC. The product is [OH:8][C@@H:1]([C:2]1[CH:3]=[CH:4][CH:5]=[CH:6][CH:7]=1)[C@@H:9]1[CH2:14][CH2:13][CH2:12][N:11]([C:15]([O:17][C:18]([CH3:19])([CH3:20])[CH3:21])=[O:16])[CH2:10]1. The yield is 0.430. (5) The reactants are C[O:2][CH:3](OC)[C:4]1[CH:9]=[CH:8][C:7]([CH:10]2[NH:22][C:20]3[C:21]4[C:12](=[N:13][NH:14][C:15](=[O:23])[C:16]=4[CH:17]=[CH:18][CH:19]=3)[CH:11]2[C:24]2[CH:29]=[CH:28][CH:27]=[CH:26][CH:25]=2)=[CH:6][CH:5]=1. The catalyst is Cl. The product is [O:23]=[C:15]1[C:16]2[CH:17]=[CH:18][CH:19]=[C:20]3[NH:22][CH:10]([C:7]4[CH:6]=[CH:5][C:4]([CH:3]=[O:2])=[CH:9][CH:8]=4)[CH:11]([C:24]4[CH:29]=[CH:28][CH:27]=[CH:26][CH:25]=4)[C:12]([C:21]=23)=[N:13][NH:14]1. The yield is 0.730. (6) The reactants are Br[CH:2]=[C:3]1[C:9]2[CH:10]=[CH:11][CH:12]=[CH:13][C:8]=2[CH2:7][CH2:6][C:5]2[CH:14]=[CH:15][CH:16]=[CH:17][C:4]1=2.CC1(C)C(C)(C)OB([C:26]2[CH:31]=[CH:30][CH:29]=[C:28]([S:32][CH3:33])[CH:27]=2)O1.C([O-])([O-])=O.[Na+].[Na+]. No catalyst specified. The product is [CH3:33][S:32][C:28]1[CH:27]=[C:26]([CH:31]=[CH:30][CH:29]=1)[CH:2]=[C:3]1[C:9]2[CH:10]=[CH:11][CH:12]=[CH:13][C:8]=2[CH2:7][CH2:6][C:5]2[CH:14]=[CH:15][CH:16]=[CH:17][C:4]1=2. The yield is 0.790. (7) The reactants are [Br:1]Br.[Cl:3][C:4]1[C:12]2[C:7](=[CH:8][CH:9]=[CH:10][CH:11]=2)[N:6]([C:13]2[C:14](=[O:23])[N:15]([CH3:22])[N:16]=[C:17]([CH3:21])[C:18]=2[O:19][CH3:20])[CH:5]=1.C([O-])(O)=O.[Na+].S(S([O-])=O)([O-])(=O)=O.[Na+].[Na+]. The catalyst is C(Cl)Cl. The product is [CH3:20][O:19][C:18]1[C:17]([CH3:21])=[N:16][N:15]([CH3:22])[C:14](=[O:23])[C:13]=1[N:6]1[C:7]2[C:12](=[CH:11][CH:10]=[CH:9][CH:8]=2)[C:4]([Cl:3])=[C:5]1[Br:1]. The yield is 0.500. (8) The reactants are [H-].[Na+].[CH:3]1([S:6]([NH2:9])(=[O:8])=[O:7])[CH2:5][CH2:4]1.[F:10][C:11]1[CH:12]=[C:13]([C:35](O)=[O:36])[C:14]2[CH2:15][C:16]([CH3:34])([CH3:33])[CH:17]([C:21]3[CH:26]=[CH:25][CH:24]=[C:23]([N:27]4[CH2:32][CH2:31][O:30][CH2:29][CH2:28]4)[CH:22]=3)[NH:18][C:19]=2[CH:20]=1.C(N1C=CN=C1)(N1C=CN=C1)=O. The catalyst is CN(C)C=O. The product is [F:10][C:11]1[CH:12]=[C:13]([C:35]([NH:9][S:6]([CH:3]2[CH2:5][CH2:4]2)(=[O:8])=[O:7])=[O:36])[C:14]2[CH2:15][C:16]([CH3:33])([CH3:34])[CH:17]([C:21]3[CH:26]=[CH:25][CH:24]=[C:23]([N:27]4[CH2:28][CH2:29][O:30][CH2:31][CH2:32]4)[CH:22]=3)[NH:18][C:19]=2[CH:20]=1. The yield is 0.400.